From a dataset of Merck oncology drug combination screen with 23,052 pairs across 39 cell lines. Regression. Given two drug SMILES strings and cell line genomic features, predict the synergy score measuring deviation from expected non-interaction effect. (1) Drug 1: O=S1(=O)NC2(CN1CC(F)(F)F)C1CCC2Cc2cc(C=CCN3CCC(C(F)(F)F)CC3)ccc2C1. Drug 2: CCc1c2c(nc3ccc(O)cc13)-c1cc3c(c(=O)n1C2)COC(=O)C3(O)CC. Cell line: A2058. Synergy scores: synergy=9.60. (2) Drug 2: COC1=C2CC(C)CC(OC)C(O)C(C)C=C(C)C(OC(N)=O)C(OC)C=CC=C(C)C(=O)NC(=CC1=O)C2=O. Synergy scores: synergy=1.91. Drug 1: CC(=O)OC1C(=O)C2(C)C(O)CC3OCC3(OC(C)=O)C2C(OC(=O)c2ccccc2)C2(O)CC(OC(=O)C(O)C(NC(=O)c3ccccc3)c3ccccc3)C(C)=C1C2(C)C. Cell line: MSTO. (3) Drug 1: C#Cc1cccc(Nc2ncnc3cc(OCCOC)c(OCCOC)cc23)c1. Drug 2: CCc1cnn2c(NCc3ccc[n+]([O-])c3)cc(N3CCCCC3CCO)nc12. Cell line: HCT116. Synergy scores: synergy=7.85. (4) Drug 1: COc1cccc2c1C(=O)c1c(O)c3c(c(O)c1C2=O)CC(O)(C(=O)CO)CC3OC1CC(N)C(O)C(C)O1. Drug 2: O=C(O)C1(Cc2cccc(Nc3nccs3)n2)CCC(Oc2cccc(Cl)c2F)CC1. Cell line: KPL1. Synergy scores: synergy=-10.1. (5) Drug 1: COC1=C2CC(C)CC(OC)C(O)C(C)C=C(C)C(OC(N)=O)C(OC)C=CC=C(C)C(=O)NC(=CC1=O)C2=O. Drug 2: CCc1cnn2c(NCc3ccc[n+]([O-])c3)cc(N3CCCCC3CCO)nc12. Cell line: RKO. Synergy scores: synergy=9.90. (6) Synergy scores: synergy=31.1. Cell line: CAOV3. Drug 1: CN1C(=O)C=CC2(C)C3CCC4(C)C(NC(=O)OCC(F)(F)F)CCC4C3CCC12. Drug 2: CS(=O)(=O)CCNCc1ccc(-c2ccc3ncnc(Nc4ccc(OCc5cccc(F)c5)c(Cl)c4)c3c2)o1. (7) Drug 1: O=c1[nH]cc(F)c(=O)[nH]1. Cell line: MSTO. Drug 2: CC1(c2nc3c(C(N)=O)cccc3[nH]2)CCCN1. Synergy scores: synergy=-1.79. (8) Drug 1: N#Cc1ccc(Cn2cncc2CN2CCN(c3cccc(Cl)c3)C(=O)C2)cc1. Drug 2: O=C(CCCCCCC(=O)Nc1ccccc1)NO. Cell line: HCT116. Synergy scores: synergy=9.22.